This data is from Catalyst prediction with 721,799 reactions and 888 catalyst types from USPTO. The task is: Predict which catalyst facilitates the given reaction. (1) Reactant: [NH2:1][C:2]1[C:7]([F:8])=[C:6]([CH:9]=[CH2:10])[N:5]=[C:4]([C:11]([O:13][CH3:14])=[O:12])[C:3]=1[O:15][CH3:16]. Product: [NH2:1][C:2]1[C:7]([F:8])=[C:6]([CH2:9][CH3:10])[N:5]=[C:4]([C:11]([O:13][CH3:14])=[O:12])[C:3]=1[O:15][CH3:16]. The catalyst class is: 99. (2) The catalyst class is: 3. Product: [F:1][C:2]1[CH:7]=[CH:6][CH:5]=[C:4]([F:8])[C:3]=1[C:9]1[CH:10]=[C:11]2[C:15](=[CH:16][CH:17]=1)[NH:14][N:13]=[C:12]2[I:20]. Reactant: [F:1][C:2]1[CH:7]=[CH:6][CH:5]=[C:4]([F:8])[C:3]=1[C:9]1[CH:10]=[C:11]2[C:15](=[CH:16][CH:17]=1)[NH:14][N:13]=[CH:12]2.[OH-].[K+].[I:20]I.O. (3) Reactant: C[O:2][C:3]([C@@H:5]1[CH2:9][CH2:8][CH2:7][C@@H:6]1[N:10]([CH2:31][C:32]1[CH:37]=[CH:36][C:35]([F:38])=[CH:34][CH:33]=1)[C:11](=[O:30])[CH2:12][C:13]1[NH:18][C:17]2[CH:19]=[CH:20][C:21]([NH:23][S:24]([CH3:27])(=[O:26])=[O:25])=[CH:22][C:16]=2[S:15](=[O:29])(=[O:28])[N:14]=1)=O.[O-]CC.[Na+]. Product: [F:38][C:35]1[CH:36]=[CH:37][C:32]([CH2:31][N:10]2[C@@H:6]3[C@@H:5]([CH2:9][CH2:8][CH2:7]3)[C:3]([OH:2])=[C:12]([C:13]3[NH:18][C:17]4[CH:19]=[CH:20][C:21]([NH:23][S:24]([CH3:27])(=[O:26])=[O:25])=[CH:22][C:16]=4[S:15](=[O:28])(=[O:29])[N:14]=3)[C:11]2=[O:30])=[CH:33][CH:34]=1. The catalyst class is: 8. (4) Reactant: [Si:1]([O:8][CH:9]1[CH2:14][CH2:13][CH:12]([CH2:15][C@H:16]([NH:20][C:21](=[O:27])[O:22][C:23]([CH3:26])([CH3:25])[CH3:24])[CH2:17][NH:18][CH3:19])[CH2:11][CH2:10]1)([C:4]([CH3:7])([CH3:6])[CH3:5])([CH3:3])[CH3:2].CCN(CC)CC.[C:35](Cl)([O:37][CH2:38][C:39]1[CH:44]=[CH:43][CH:42]=[CH:41][CH:40]=1)=[O:36].O. Product: [Si:1]([O:8][CH:9]1[CH2:10][CH2:11][CH:12]([CH2:15][C@H:16]([NH:20][C:21](=[O:27])[O:22][C:23]([CH3:26])([CH3:25])[CH3:24])[CH2:17][N:18]([CH3:19])[C:35]([O:37][CH2:38][C:39]2[CH:44]=[CH:43][CH:42]=[CH:41][CH:40]=2)=[O:36])[CH2:13][CH2:14]1)([C:4]([CH3:6])([CH3:7])[CH3:5])([CH3:3])[CH3:2]. The catalyst class is: 2. (5) Reactant: [C:1]([C@@H:4]([N:8]([C:27](=[O:32])[CH2:28][CH2:29][CH2:30][CH3:31])[CH2:9][C:10]1[CH:15]=[CH:14][C:13]([C:16]2[CH:21]=[CH:20][CH:19]=[CH:18][C:17]=2[C:22]2[NH:26][N:25]=[N:24][N:23]=2)=[CH:12][CH:11]=1)[CH:5]([CH3:7])[CH3:6])([OH:3])=[O:2].[OH-].[Mg+2:34].[OH-].CO. Product: [Mg:34].[C:1]([C@@H:4]([N:8]([C:27](=[O:32])[CH2:28][CH2:29][CH2:30][CH3:31])[CH2:9][C:10]1[CH:11]=[CH:12][C:13]([C:16]2[CH:21]=[CH:20][CH:19]=[CH:18][C:17]=2[C:22]2[NH:23][N:24]=[N:25][N:26]=2)=[CH:14][CH:15]=1)[CH:5]([CH3:6])[CH3:7])([OH:3])=[O:2]. The catalyst class is: 6. (6) Reactant: [CH:1]1([N:5]2[CH2:10][CH2:9][CH:8]([O:11][C:12]3[CH:17]=[CH:16][C:15]([N:18]4[CH2:23][CH2:22][N:21](C(OCC5C=CC=CC=5)=O)[CH2:20][CH2:19]4)=[CH:14][CH:13]=3)[CH2:7][CH2:6]2)[CH2:4][CH2:3][CH2:2]1. Product: [CH:1]1([N:5]2[CH2:10][CH2:9][CH:8]([O:11][C:12]3[CH:17]=[CH:16][C:15]([N:18]4[CH2:23][CH2:22][NH:21][CH2:20][CH2:19]4)=[CH:14][CH:13]=3)[CH2:7][CH2:6]2)[CH2:4][CH2:3][CH2:2]1. The catalyst class is: 29.